This data is from Reaction yield outcomes from USPTO patents with 853,638 reactions. The task is: Predict the reaction yield, written as a fraction of the theoretical maximum amount of product (1.0 means a 100% yield; for example, 0.34 means a 34% yield). The reactants are [OH-].[K+].C([O:5][C:6]([C:8]1[CH:12]=[C:11]([C:13]2[CH:18]=[CH:17][CH:16]=[CH:15][CH:14]=2)[S:10][C:9]=1[Br:19])=[O:7])C. The catalyst is O. The product is [Br:19][C:9]1[S:10][C:11]([C:13]2[CH:14]=[CH:15][CH:16]=[CH:17][CH:18]=2)=[CH:12][C:8]=1[C:6]([OH:7])=[O:5]. The yield is 0.870.